From a dataset of Forward reaction prediction with 1.9M reactions from USPTO patents (1976-2016). Predict the product of the given reaction. (1) Given the reactants [CH3:1][C:2]1[CH:10]=[C:9]([N+:11]([O-:13])=[O:12])[CH:8]=[C:7]2[C:3]=1[CH:4]=[N:5][NH:6]2.[H-].[Na+].[CH3:16]I, predict the reaction product. The product is: [CH3:16][N:6]1[C:7]2[C:3](=[C:2]([CH3:1])[CH:10]=[C:9]([N+:11]([O-:13])=[O:12])[CH:8]=2)[CH:4]=[N:5]1. (2) Given the reactants [NH2:1][C:2]1[N:7]=[C:6]([C:8]2[N:12]3[CH:13]=[CH:14][CH:15]=[CH:16][C:11]3=[N:10][CH:9]=2)[CH:5]=[CH:4][N:3]=1.Br[C:18]1[CH:23]=[CH:22][C:21]([C:24]([C:26]2[S:27][CH:28]=[CH:29][N:30]=2)=[O:25])=[CH:20][CH:19]=1.C(=O)([O-])[O-].[Cs+].[Cs+], predict the reaction product. The product is: [S:27]1[CH:28]=[CH:29][N:30]=[C:26]1[C:24]([C:21]1[CH:20]=[CH:19][C:18]([NH:1][C:2]2[N:7]=[C:6]([C:8]3[N:12]4[CH:13]=[CH:14][CH:15]=[CH:16][C:11]4=[N:10][CH:9]=3)[CH:5]=[CH:4][N:3]=2)=[CH:23][CH:22]=1)=[O:25].